From a dataset of Catalyst prediction with 721,799 reactions and 888 catalyst types from USPTO. Predict which catalyst facilitates the given reaction. Reactant: [CH3:1][O:2][C:3]([NH:5][C@@H:6]([CH:10]([C:17]1[CH:22]=[CH:21][CH:20]=[CH:19][CH:18]=1)[C:11]1[CH:16]=[CH:15][CH:14]=[CH:13][CH:12]=1)[C:7](O)=[O:8])=[O:4].CCN=C=NCCCN(C)C.C1C=CC2N(O)N=NC=2C=1.C([O:46][P:47](=[O:74])([O:71]CC)[O:48][CH2:49][C@@H:50]([N:56]([S:61]([C:64]1[CH:69]=[CH:68][C:67]([NH2:70])=[CH:66][CH:65]=1)(=[O:63])=[O:62])[CH2:57][CH:58]([CH3:60])[CH3:59])[CH2:51][CH2:52][CH2:53][CH2:54][NH2:55])C. Product: [CH3:1][O:2][C:3](=[O:4])[NH:5][C@H:6]([C:7](=[O:8])[NH:55][CH2:54][CH2:53][CH2:52][CH2:51][C@H:50]([N:56]([S:61]([C:64]1[CH:65]=[CH:66][C:67]([NH2:70])=[CH:68][CH:69]=1)(=[O:62])=[O:63])[CH2:57][CH:58]([CH3:60])[CH3:59])[CH2:49][O:48][P:47]([OH:71])([OH:46])=[O:74])[CH:10]([C:17]1[CH:22]=[CH:21][CH:20]=[CH:19][CH:18]=1)[C:11]1[CH:16]=[CH:15][CH:14]=[CH:13][CH:12]=1. The catalyst class is: 3.